Dataset: Full USPTO retrosynthesis dataset with 1.9M reactions from patents (1976-2016). Task: Predict the reactants needed to synthesize the given product. Given the product [Br:35][C:32]1[N:33]=[CH:34][C:29]([NH:28][C:8](=[O:10])[C@@H:7]([C:11]2[CH:16]=[CH:15][C:14]([S:17]([CH3:20])(=[O:19])=[O:18])=[C:13]([CH3:21])[CH:12]=2)[CH2:6][CH:1]2[CH2:2][CH2:3][CH2:4][CH2:5]2)=[N:30][CH:31]=1, predict the reactants needed to synthesize it. The reactants are: [CH:1]1([CH2:6][C@H:7]([C:11]2[CH:16]=[CH:15][C:14]([S:17]([CH3:20])(=[O:19])=[O:18])=[C:13]([CH3:21])[CH:12]=2)[C:8]([OH:10])=O)[CH2:5][CH2:4][CH2:3][CH2:2]1.C(Cl)(=O)C(Cl)=O.[NH2:28][C:29]1[CH:34]=[N:33][C:32]([Br:35])=[CH:31][N:30]=1.N1C=CC=CC=1.